Dataset: Peptide-MHC class I binding affinity with 185,985 pairs from IEDB/IMGT. Task: Regression. Given a peptide amino acid sequence and an MHC pseudo amino acid sequence, predict their binding affinity value. This is MHC class I binding data. (1) The peptide sequence is PSLQYLALKV. The MHC is Mamu-A02 with pseudo-sequence Mamu-A02. The binding affinity (normalized) is 0. (2) The binding affinity (normalized) is 0.750. The MHC is HLA-A02:03 with pseudo-sequence HLA-A02:03. The peptide sequence is GLFKTLTGEI. (3) The peptide sequence is RQWFLDLPL. The MHC is HLA-B15:01 with pseudo-sequence HLA-B15:01. The binding affinity (normalized) is 0.986. (4) The peptide sequence is RYNVIASSI. The MHC is H-2-Dd with pseudo-sequence H-2-Dd. The binding affinity (normalized) is 0. (5) The peptide sequence is DTIETLMLLA. The MHC is HLA-A26:01 with pseudo-sequence HLA-A26:01. The binding affinity (normalized) is 0.498. (6) The peptide sequence is ALQLLLEV. The MHC is HLA-A68:02 with pseudo-sequence HLA-A68:02. The binding affinity (normalized) is 0.